Dataset: Forward reaction prediction with 1.9M reactions from USPTO patents (1976-2016). Task: Predict the product of the given reaction. Given the reactants [CH3:1][C:2]1[CH:6]=[C:5]([C:7]([F:10])([F:9])[F:8])[NH:4][N:3]=1.CN(C=O)C.[Cl:16]N1C(=O)CCC1=O, predict the reaction product. The product is: [Cl:16][C:6]1[C:2]([CH3:1])=[N:3][NH:4][C:5]=1[C:7]([F:10])([F:9])[F:8].